From a dataset of Forward reaction prediction with 1.9M reactions from USPTO patents (1976-2016). Predict the product of the given reaction. (1) Given the reactants [H-].[Na+].[NH:3]1[C:11]2[CH:10]=[CH:9][CH:8]=[C:7]([C:12]#[N:13])[C:6]=2[CH:5]=[CH:4]1.Br[CH2:15][C:16]([NH2:18])=[O:17].O, predict the reaction product. The product is: [C:12]([C:7]1[CH:8]=[CH:9][CH:10]=[C:11]2[C:6]=1[CH:5]=[CH:4][N:3]2[CH2:15][C:16]([NH2:18])=[O:17])#[N:13]. (2) The product is: [Cl:8][C:4]1[N:3]=[C:2]([C:13]2[CH:14]=[CH:15][C:10]([OH:9])=[CH:11][CH:12]=2)[CH:7]=[N:6][CH:5]=1. Given the reactants Cl[C:2]1[CH:7]=[N:6][CH:5]=[C:4]([Cl:8])[N:3]=1.[OH:9][C:10]1[CH:15]=[CH:14][C:13](B(O)O)=[CH:12][CH:11]=1.C(=O)([O-])[O-].[K+].[K+].O1CCOCC1, predict the reaction product. (3) The product is: [C:5]([C:15]1[CH:24]=[C:23]2[C:18]([CH:19]=[CH:20][C:21]([O:25][CH3:26])=[CH:22]2)=[CH:17][CH:16]=1)#[C:6][CH2:7][CH3:8]. Given the reactants C#CCC.[CH2:5]([C:15]1[CH:24]=[C:23]2[C:18]([CH:19]=[CH:20][C:21]([O:25][CH3:26])=[CH:22]2)=[CH:17][CH:16]=1)[CH2:6][CH2:7][CH2:8]CCCCCC.C1(C)C=CC=CC=1, predict the reaction product. (4) Given the reactants [Si]([O:8][CH2:9][CH2:10][CH2:11][CH:12]([C@@H:14]1[O:32][CH2:31][C@:17]2([C:33]3[CH:38]=[CH:37][C:36]([F:39])=[CH:35][C:34]=3[F:40])[N:18]=[C:19]([NH:22][C:23](=[O:30])[C:24]3[CH:29]=[CH:28][CH:27]=[CH:26][CH:25]=3)[S:20][CH2:21][C@@H:16]2[CH2:15]1)[OH:13])(C(C)(C)C)(C)C.[F-].C([N+](CCCC)(CCCC)CCCC)CCC.[Cl-].[NH4+], predict the reaction product. The product is: [F:40][C:34]1[CH:35]=[C:36]([F:39])[CH:37]=[CH:38][C:33]=1[C@:17]12[CH2:31][O:32][C@@H:14]([CH:12]([OH:13])[CH2:11][CH2:10][CH2:9][OH:8])[CH2:15][C@H:16]1[CH2:21][S:20][C:19]([NH:22][C:23](=[O:30])[C:24]1[CH:25]=[CH:26][CH:27]=[CH:28][CH:29]=1)=[N:18]2. (5) Given the reactants [CH:1]1([N:5]2[CH2:11][CH2:10][CH2:9][N:8](C(OC(C)(C)C)=O)[CH2:7][CH2:6]2)[CH2:4][CH2:3][CH2:2]1.[ClH:19].C1(C)C=CC=CC=1, predict the reaction product. The product is: [ClH:19].[ClH:19].[CH:1]1([N:5]2[CH2:11][CH2:10][CH2:9][NH:8][CH2:7][CH2:6]2)[CH2:4][CH2:3][CH2:2]1. (6) Given the reactants [Cl:1][C:2]1[CH:3]=[C:4]([NH:8][C:9]2[N:14]=[C:13]([C:15]([F:18])([F:17])[F:16])[C:12]([NH2:19])=[CH:11][N:10]=2)[CH:5]=[CH:6][CH:7]=1.N1C=CC=CC=1.[C:26]1([S:32](Cl)(=[O:34])=[O:33])[CH:31]=[CH:30][CH:29]=[CH:28][CH:27]=1.C(=O)([O-])O.[Na+], predict the reaction product. The product is: [Cl:1][C:2]1[CH:3]=[C:4]([NH:8][C:9]2[N:14]=[C:13]([C:15]([F:17])([F:18])[F:16])[C:12]([NH:19][S:32]([C:26]3[CH:31]=[CH:30][CH:29]=[CH:28][CH:27]=3)(=[O:34])=[O:33])=[CH:11][N:10]=2)[CH:5]=[CH:6][CH:7]=1.